Task: Predict the reaction yield, written as a fraction of the theoretical maximum amount of product (1.0 means a 100% yield; for example, 0.34 means a 34% yield).. Dataset: Reaction yield outcomes from USPTO patents with 853,638 reactions (1) The yield is 0.630. No catalyst specified. The product is [CH3:3][C:2]([C:4]1[CH:9]=[CH:8][C:7]([S:16]([Cl:15])(=[O:18])=[O:17])=[CH:6][CH:5]=1)([C:10]1[O:14][CH:13]=[N:12][CH:11]=1)[CH3:1]. The reactants are [CH3:1][C:2]([C:10]1[O:14][CH:13]=[N:12][CH:11]=1)([C:4]1[CH:9]=[CH:8][CH:7]=[CH:6][CH:5]=1)[CH3:3].[Cl:15][S:16](O)(=[O:18])=[O:17]. (2) The reactants are [Cl:1][C:2]1[CH:11]=[CH:10][C:5]([C:6]([O:8][CH3:9])=[O:7])=[C:4]([NH:12][CH2:13][CH2:14][CH2:15][OH:16])[C:3]=1[NH:17][C:18](=S)[NH:19][C:20]1[C:21]([O:29][CH3:30])=[N:22][C:23]([CH3:28])=[N:24][C:25]=1[O:26][CH3:27].Cl.C(N=C=NCCCN(C)C)C.C(N(CC)CC)C. The catalyst is O1CCCC1.C(=O)([O-])O.[Na+]. The product is [Cl:1][C:2]1[C:3]2[N:17]=[C:18]([NH:19][C:20]3[C:21]([O:29][CH3:30])=[N:22][C:23]([CH3:28])=[N:24][C:25]=3[O:26][CH3:27])[N:12]([CH2:13][CH2:14][CH2:15][OH:16])[C:4]=2[C:5]([C:6]([O:8][CH3:9])=[O:7])=[CH:10][CH:11]=1. The yield is 0.0600. (3) The reactants are [C:1]([C:3]1[CH:8]=[CH:7][CH:6]=[CH:5][C:4]=1[C:9]1[CH:14]=[CH:13][C:12]([CH2:15][C:16]2[C:17](=[O:44])[N:18]([C@H:28]3[CH2:33][CH2:32][C@H:31]([O:34][CH:35]([CH2:41][CH:42]=C)[C:36]([O:38][CH2:39][CH3:40])=[O:37])[CH2:30][CH2:29]3)[C:19]3[N:20]([N:25]=[CH:26][N:27]=3)[C:21]=2[CH2:22][CH2:23][CH3:24])=[C:11]([F:45])[CH:10]=1)#[N:2].I([O-])(=O)(=O)=[O:47].[Na+].CC(C)=O.C(#N)C. The product is [C:1]([C:3]1[CH:8]=[CH:7][CH:6]=[CH:5][C:4]=1[C:9]1[CH:14]=[CH:13][C:12]([CH2:15][C:16]2[C:17](=[O:44])[N:18]([C@H:28]3[CH2:33][CH2:32][C@H:31]([O:34][CH:35]([CH2:41][CH2:42][OH:47])[C:36]([O:38][CH2:39][CH3:40])=[O:37])[CH2:30][CH2:29]3)[C:19]3[N:20]([N:25]=[CH:26][N:27]=3)[C:21]=2[CH2:22][CH2:23][CH3:24])=[C:11]([F:45])[CH:10]=1)#[N:2]. The catalyst is [Os](=O)(=O)(=O)=O.O. The yield is 0.360. (4) The reactants are [CH2:1]([O:3][C:4]1[CH:5]=[C:6]2[C:11](=[C:12]([NH2:14])[N:13]=1)[N:10]=[CH:9][CH:8]=[CH:7]2)[CH3:2].C(O)(=O)C.[Br:19]Br.C([O-])(O)=O.[Na+]. The catalyst is C(Cl)(Cl)(Cl)Cl. The product is [Br:19][C:5]1[C:4]([O:3][CH2:1][CH3:2])=[N:13][C:12]([NH2:14])=[C:11]2[C:6]=1[CH:7]=[CH:8][CH:9]=[N:10]2. The yield is 0.650. (5) The reactants are [F:1][C:2]1[C:3](=[O:27])[N:4]2[C:8](=[C:9]([C:20]([NH:22][O:23][CH2:24][CH2:25][OH:26])=[O:21])[C:10]=1[NH:11][C:12]1[CH:17]=[CH:16][C:15](I)=[CH:14][C:13]=1[F:19])[CH2:7][CH2:6][CH2:5]2.[Si]([C:32]#[CH:33])(C)(C)C.C(N(CC)CC)C.C(=O)([O-])[O-].[K+].[K+]. The catalyst is C1COCC1.CO.[Cu](I)I.Cl[Pd](Cl)([P](C1C=CC=CC=1)(C1C=CC=CC=1)C1C=CC=CC=1)[P](C1C=CC=CC=1)(C1C=CC=CC=1)C1C=CC=CC=1.C1COCC1.CN(C=O)C. The product is [C:32]([C:15]1[CH:16]=[CH:17][C:12]([NH:11][C:10]2[C:9]([C:20]([NH:22][O:23][CH2:24][CH2:25][OH:26])=[O:21])=[C:8]3[N:4]([CH2:5][CH2:6][CH2:7]3)[C:3](=[O:27])[C:2]=2[F:1])=[C:13]([F:19])[CH:14]=1)#[CH:33]. The yield is 0.600. (6) The reactants are [F:1][C:2]1[CH:3]=[CH:4][C:5]([O:10][C:11]2[CH:12]=[C:13]3[C:17](=[CH:18][CH:19]=2)[N:16]([CH3:20])[N:15]=[CH:14]3)=[C:6]([CH:9]=1)[C:7]#[N:8].[ClH:21].C1(C)C=CC=CC=1.CCO. The catalyst is CO.[OH-].[OH-].[Pd+2]. The product is [ClH:21].[F:1][C:2]1[CH:3]=[CH:4][C:5]([O:10][C:11]2[CH:12]=[C:13]3[C:17](=[CH:18][CH:19]=2)[N:16]([CH3:20])[N:15]=[CH:14]3)=[C:6]([CH:9]=1)[CH2:7][NH2:8]. The yield is 0.990. (7) The reactants are [F:1][C:2]1[CH:3]=[C:4]([C@@:12]([C:21]2[CH:26]=[CH:25][C:24]([F:27])=[CH:23][CH:22]=2)([NH2:20])[CH2:13][C:14]2[CH:19]=[CH:18][CH:17]=[CH:16][CH:15]=2)[CH:5]=[C:6]([C:8]([F:11])([F:10])[F:9])[CH:7]=1.[F:28][C:29]1[CH:36]=[CH:35][C:32]([CH:33]=O)=[CH:31][C:30]=1[C:37]([F:40])([F:39])[F:38].C(O)(=O)C.[BH-](OC(C)=O)(OC(C)=O)OC(C)=O.[Na+]. The catalyst is ClC(Cl)C. The product is [F:28][C:29]1[CH:36]=[CH:35][C:32]([CH2:33][NH:20][C@@:12]([C:4]2[CH:5]=[C:6]([C:8]([F:10])([F:11])[F:9])[CH:7]=[C:2]([F:1])[CH:3]=2)([C:21]2[CH:26]=[CH:25][C:24]([F:27])=[CH:23][CH:22]=2)[CH2:13][C:14]2[CH:15]=[CH:16][CH:17]=[CH:18][CH:19]=2)=[CH:31][C:30]=1[C:37]([F:38])([F:39])[F:40]. The yield is 0.460.